This data is from Full USPTO retrosynthesis dataset with 1.9M reactions from patents (1976-2016). The task is: Predict the reactants needed to synthesize the given product. (1) Given the product [OH:1][C:2]1([CH3:37])[CH2:7][CH2:6][N:5]([C:8]2[N:13]=[C:12]([NH:14][C:15]3[N:20]=[CH:19][C:18]4[C:21]([N:27]5[CH2:28][CH:29]([C:31]([CH3:36])([CH3:35])[C:32]([NH2:43])=[O:34])[CH2:30]5)=[N:22][N:23]([CH:24]([CH3:25])[CH3:26])[C:17]=4[CH:16]=3)[CH:11]=[CH:10][N:9]=2)[CH2:4][CH2:3]1, predict the reactants needed to synthesize it. The reactants are: [OH:1][C:2]1([CH3:37])[CH2:7][CH2:6][N:5]([C:8]2[N:13]=[C:12]([NH:14][C:15]3[N:20]=[CH:19][C:18]4[C:21]([N:27]5[CH2:30][CH:29]([C:31]([CH3:36])([CH3:35])[C:32]([O-:34])=O)[CH2:28]5)=[N:22][N:23]([CH:24]([CH3:26])[CH3:25])[C:17]=4[CH:16]=3)[CH:11]=[CH:10][N:9]=2)[CH2:4][CH2:3]1.C[O-].[Na+].C([NH2:43])=O. (2) Given the product [C:27]([C:20]1[CH:21]=[C:22]([CH2:25][CH3:26])[CH:23]=[CH:24][C:19]=1[O:18][CH:16]([CH3:17])[CH2:15][CH2:14][CH2:13][O:12][C:9]1[CH:10]=[CH:11][C:6]([CH2:5][CH2:4][C:3]([OH:36])=[O:2])=[C:7]([CH3:35])[CH:8]=1)(=[O:34])[C:28]1[CH:29]=[CH:30][CH:31]=[CH:32][CH:33]=1, predict the reactants needed to synthesize it. The reactants are: C[O:2][C:3](=[O:36])[CH2:4][CH2:5][C:6]1[CH:11]=[CH:10][C:9]([O:12][CH2:13][CH2:14][CH2:15][CH:16]([O:18][C:19]2[CH:24]=[CH:23][C:22]([CH2:25][CH3:26])=[CH:21][C:20]=2[C:27](=[O:34])[C:28]2[CH:33]=[CH:32][CH:31]=[CH:30][CH:29]=2)[CH3:17])=[CH:8][C:7]=1[CH3:35].[OH-].[Na+].Cl. (3) Given the product [CH3:25][N:26]([CH3:27])[CH2:2][CH2:3][N:4]1[C:12]2[C:7](=[CH:8][C:9]([O:13][CH3:14])=[CH:10][CH:11]=2)[C:6]([CH:15]=[O:16])=[C:5]1[C:17]1[C:18]([CH3:24])=[N:19][N:20]([CH3:23])[C:21]=1[CH3:22], predict the reactants needed to synthesize it. The reactants are: Cl[CH2:2][CH2:3][N:4]1[C:12]2[C:7](=[CH:8][C:9]([O:13][CH3:14])=[CH:10][CH:11]=2)[C:6]([CH:15]=[O:16])=[C:5]1[C:17]1[C:18]([CH3:24])=[N:19][N:20]([CH3:23])[C:21]=1[CH3:22].[CH3:25][NH:26][CH3:27].